The task is: Predict which catalyst facilitates the given reaction.. This data is from Catalyst prediction with 721,799 reactions and 888 catalyst types from USPTO. (1) The catalyst class is: 22. Product: [CH3:1][O:2][C:3]1[CH:4]=[C:5]2[C:10](=[CH:11][C:12]=1[O:13][CH3:14])[N:9]=[CH:8][CH:7]=[C:6]2[O:15][C:16]1[CH:22]=[CH:21][C:19]([NH:20][C:35]([NH:52][C@H:50]([C:47]2[CH:48]=[CH:49][C:44]([F:43])=[CH:45][CH:46]=2)[CH3:51])=[O:41])=[C:18]([CH3:23])[CH:17]=1. Reactant: [CH3:1][O:2][C:3]1[CH:4]=[C:5]2[C:10](=[CH:11][C:12]=1[O:13][CH3:14])[N:9]=[CH:8][CH:7]=[C:6]2[O:15][C:16]1[CH:22]=[CH:21][C:19]([NH2:20])=[C:18]([CH3:23])[CH:17]=1.C(N(CC)CC)C.ClC(Cl)(O[C:35](=[O:41])OC(Cl)(Cl)Cl)Cl.[F:43][C:44]1[CH:49]=[CH:48][C:47]([C@@H:50]([NH2:52])[CH3:51])=[CH:46][CH:45]=1. (2) Reactant: [Cl:1][C:2]1[CH:3]=[C:4]([CH2:9][C:10]([OH:12])=O)[CH:5]=[CH:6][C:7]=1[Cl:8].C(Cl)CCl.C1C=CC2N(O)N=NC=2C=1.[O:27]=[C:28]1[CH:37]=[CH:36][C:35]2[C:30](=[CH:31][CH:32]=[C:33]([O:38][CH2:39][C:40]([NH:42][NH2:43])=[O:41])[CH:34]=2)[NH:29]1. Product: [Cl:1][C:2]1[CH:3]=[C:4]([CH2:9][C:10]([NH:43][NH:42][C:40](=[O:41])[CH2:39][O:38][C:33]2[CH:34]=[C:35]3[C:30](=[CH:31][CH:32]=2)[NH:29][C:28](=[O:27])[CH:37]=[CH:36]3)=[O:12])[CH:5]=[CH:6][C:7]=1[Cl:8]. The catalyst class is: 3. (3) Reactant: [Cl:1][CH2:2][CH2:3][O:4][C:5]1[CH:13]=[C:12]2[C:8]([C:9]([S:14]([C:17]3[C:26]4[C:21](=[CH:22][CH:23]=[CH:24][CH:25]=4)[CH:20]=[CH:19][CH:18]=3)(=[O:16])=[O:15])=[N:10][NH:11]2)=[CH:7][CH:6]=1.[CH3:27][NH2:28].Cl.CCOCC. Product: [ClH:1].[CH3:27][NH:28][CH2:2][CH2:3][O:4][C:5]1[CH:13]=[C:12]2[C:8]([C:9]([S:14]([C:17]3[C:26]4[C:21](=[CH:22][CH:23]=[CH:24][CH:25]=4)[CH:20]=[CH:19][CH:18]=3)(=[O:16])=[O:15])=[N:10][NH:11]2)=[CH:7][CH:6]=1. The catalyst class is: 58. (4) Reactant: [Cl:1][C:2]1[CH:3]=[C:4]([CH2:9]O)[CH:5]=[N:6][C:7]=1[Cl:8].C(Br)(Br)(Br)[Br:12].C1(P(C2C=CC=CC=2)CCCP(C2C=CC=CC=2)C2C=CC=CC=2)C=CC=CC=1.CCOCC. Product: [Cl:1][C:2]1[CH:3]=[C:4]([CH2:9][Br:12])[CH:5]=[N:6][C:7]=1[Cl:8]. The catalyst class is: 4.